From a dataset of Peptide-MHC class II binding affinity with 134,281 pairs from IEDB. Regression. Given a peptide amino acid sequence and an MHC pseudo amino acid sequence, predict their binding affinity value. This is MHC class II binding data. (1) The peptide sequence is YHFDLSGHAFGAMAK. The MHC is HLA-DPA10201-DPB10501 with pseudo-sequence HLA-DPA10201-DPB10501. The binding affinity (normalized) is 0. (2) The peptide sequence is NSFTAPNESYKKQVT. The MHC is HLA-DQA10102-DQB10602 with pseudo-sequence HLA-DQA10102-DQB10602. The binding affinity (normalized) is 0.0197.